From a dataset of Catalyst prediction with 721,799 reactions and 888 catalyst types from USPTO. Predict which catalyst facilitates the given reaction. (1) Reactant: C([O-])([O-])=O.[K+].[K+].Cl.[NH2:8][C:9]1[CH:15]=[CH:14][C:12]([OH:13])=[CH:11][C:10]=1[OH:16].Cl[CH2:18][C:19](Cl)=[O:20]. Product: [OH:13][C:12]1[CH:14]=[CH:15][C:9]2[NH:8][C:19](=[O:20])[CH2:18][O:16][C:10]=2[CH:11]=1. The catalyst class is: 226. (2) Reactant: [CH2:1]([O:3][C:4]([CH:6]1[CH2:11][CH2:10][C:9](=[O:12])[CH2:8][CH2:7]1)=[O:5])[CH3:2].[CH2:13](O)[CH2:14][OH:15].C1(C)C=CC(S(O)(=O)=O)=CC=1.C(OCC)C. Product: [CH2:1]([O:3][C:4]([CH:6]1[CH2:11][CH2:10][C:9]2([O:15][CH2:14][CH2:13][O:12]2)[CH2:8][CH2:7]1)=[O:5])[CH3:2]. The catalyst class is: 11. (3) Reactant: [C:1]1([S:7]([C:10]2[C:15](=[NH:16])[N:14]3[CH:17]=[CH:18][CH:19]=[CH:20][C:13]3=[N:12][C:11]=2SC)(=[O:9])=[O:8])[CH:6]=[CH:5][CH:4]=[CH:3][CH:2]=1.[CH2:23]([CH2:25][NH2:26])[OH:24]. Product: [C:1]1([S:7]([C:10]2[C:15](=[NH:16])[N:14]3[CH:17]=[CH:18][CH:19]=[CH:20][C:13]3=[N:12][C:11]=2[NH:26][CH2:25][CH2:23][OH:24])(=[O:9])=[O:8])[CH:6]=[CH:5][CH:4]=[CH:3][CH:2]=1. The catalyst class is: 3. (4) Product: [NH2:52][C:53]1[CH:58]=[CH:57][CH:56]=[CH:55][C:54]=1[NH:59][C:60](=[O:71])[C:61]1[CH:66]=[CH:65][C:64]([NH:67][CH2:68][CH2:69][NH:70][C:19]([C:15]2[C:14]([CH3:22])=[C:13](/[CH:12]=[C:5]3\[C:6](=[O:11])[NH:7][C:8]4[C:4]\3=[CH:3][C:2]([Cl:1])=[CH:10][CH:9]=4)[NH:17][C:16]=2[CH3:18])=[O:21])=[N:63][CH:62]=1. Reactant: [Cl:1][C:2]1[CH:3]=[C:4]2[C:8](=[CH:9][CH:10]=1)[NH:7][C:6](=[O:11])/[C:5]/2=[CH:12]\[C:13]1[NH:17][C:16]([CH3:18])=[C:15]([C:19]([OH:21])=O)[C:14]=1[CH3:22].Cl.C(N=C=NCCCN(C)C)C.OC1C2N=NNC=2C=CC=1.C(N(CC)CC)C.[NH2:52][C:53]1[CH:58]=[CH:57][CH:56]=[CH:55][C:54]=1[NH:59][C:60](=[O:71])[C:61]1[CH:66]=[CH:65][C:64]([NH:67][CH2:68][CH2:69][NH2:70])=[N:63][CH:62]=1. The catalyst class is: 650. (5) Reactant: [BH4-].[Na+].O.C([O:6][C:7]([C:9]1([NH:13][C:14]([C:16]2[C:17]3[CH2:18][C@H:19]4[CH2:30][C@H:20]4[C:21]=3[N:22]([C:24]3[CH:29]=[N:28][CH:27]=[CH:26][N:25]=3)[N:23]=2)=[O:15])[CH2:12][CH2:11][CH2:10]1)=O)C. Product: [OH:6][CH2:7][C:9]1([NH:13][C:14]([C:16]2[C:17]3[CH2:18][C@H:19]4[CH2:30][C@H:20]4[C:21]=3[N:22]([C:24]3[CH:29]=[N:28][CH:27]=[CH:26][N:25]=3)[N:23]=2)=[O:15])[CH2:12][CH2:11][CH2:10]1. The catalyst class is: 12. (6) Reactant: [NH2:1][CH2:2][CH2:3][OH:4].F[C:6]1[CH:11]=[CH:10][C:9]([C:12]([F:15])([F:14])[F:13])=[CH:8][C:7]=1[N+:16]([O-:18])=[O:17]. Product: [N+:16]([C:7]1[CH:8]=[C:9]([C:12]([F:13])([F:14])[F:15])[CH:10]=[CH:11][C:6]=1[NH:1][CH2:2][CH2:3][OH:4])([O-:18])=[O:17]. The catalyst class is: 1.